From a dataset of NCI-60 drug combinations with 297,098 pairs across 59 cell lines. Regression. Given two drug SMILES strings and cell line genomic features, predict the synergy score measuring deviation from expected non-interaction effect. Drug 1: CC1=C2C(C(=O)C3(C(CC4C(C3C(C(C2(C)C)(CC1OC(=O)C(C(C5=CC=CC=C5)NC(=O)OC(C)(C)C)O)O)OC(=O)C6=CC=CC=C6)(CO4)OC(=O)C)OC)C)OC. Drug 2: C1CC(=O)NC(=O)C1N2CC3=C(C2=O)C=CC=C3N. Cell line: DU-145. Synergy scores: CSS=59.8, Synergy_ZIP=11.3, Synergy_Bliss=10.0, Synergy_Loewe=-20.5, Synergy_HSA=11.0.